Task: Predict the reactants needed to synthesize the given product.. Dataset: Full USPTO retrosynthesis dataset with 1.9M reactions from patents (1976-2016) (1) Given the product [CH2:1]([O:21][CH2:22][C@H:23]([CH2:25][O:26][C:33]([C:27]1[CH:32]=[CH:31][CH:30]=[CH:29][CH:28]=1)([C:41]1[CH:42]=[CH:43][CH:44]=[CH:45][CH:46]=1)[C:35]1[CH:36]=[CH:37][CH:38]=[CH:39][CH:40]=1)[OH:24])[CH2:2][CH2:3][CH2:4][CH2:5][CH2:6][CH2:7][CH2:8][CH2:9][CH2:10][CH2:11][CH2:12][CH2:13][CH2:14][CH2:15][CH2:16][CH2:17][CH2:18][CH2:19][CH3:20], predict the reactants needed to synthesize it. The reactants are: [CH2:1]([O:21][CH2:22][C@H:23]([CH2:25][OH:26])[OH:24])[CH2:2][CH2:3][CH2:4][CH2:5][CH2:6][CH2:7][CH2:8][CH2:9][CH2:10][CH2:11][CH2:12][CH2:13][CH2:14][CH2:15][CH2:16][CH2:17][CH2:18][CH2:19][CH3:20].[C:27]1([C:33]([C:41]2[CH:46]=[CH:45][CH:44]=[CH:43][CH:42]=2)([C:35]2[CH:40]=[CH:39][CH:38]=[CH:37][CH:36]=2)Cl)[CH:32]=[CH:31][CH:30]=[CH:29][CH:28]=1.O1CCCC1.C(#N)C. (2) The reactants are: [C:1]([O:5][C:6]([N:8]1[CH2:13][CH2:12][CH:11]([C@H:14]2[O:23][C:17]3=[CH:18][N:19]=[C:20](Cl)[CH:21]=[C:16]3[CH2:15]2)[CH2:10][CH2:9]1)=[O:7])([CH3:4])([CH3:3])[CH3:2].[CH3:24][S:25]([N:28]1[CH2:33][CH:32]=[C:31](B2OC(C)(C)C(C)(C)O2)[CH2:30][CH2:29]1)(=[O:27])=[O:26]. Given the product [C:1]([O:5][C:6]([N:8]1[CH2:13][CH2:12][CH:11]([C@H:14]2[O:23][C:17]3=[CH:18][N:19]=[C:20]([C:31]4[CH2:32][CH2:33][N:28]([S:25]([CH3:24])(=[O:27])=[O:26])[CH2:29][CH:30]=4)[CH:21]=[C:16]3[CH2:15]2)[CH2:10][CH2:9]1)=[O:7])([CH3:4])([CH3:3])[CH3:2], predict the reactants needed to synthesize it. (3) Given the product [Cl:1][C:2]1[CH:3]=[CH:4][C:5]([S:8][CH2:9][CH2:10][CH2:11][CH2:12][CH2:13][CH2:14][NH2:27])=[CH:6][CH:7]=1, predict the reactants needed to synthesize it. The reactants are: [Cl:1][C:2]1[CH:7]=[CH:6][C:5]([S:8][CH2:9][CH2:10][CH2:11][CH2:12][CH2:13][CH2:14]C2C=CC=C3C(NC(=O)C=23)=O)=[CH:4][CH:3]=1.O.[NH2:27]N.CCO. (4) Given the product [C:6]([CH2:8][CH:9]([O:16][Si:21]([C:17]([CH3:20])([CH3:19])[CH3:18])([C:28]1[CH:29]=[CH:30][CH:31]=[CH:32][CH:33]=1)[C:22]1[CH:27]=[CH:26][CH:25]=[CH:24][CH:23]=1)[CH2:10][C:11]([O:13][CH2:14][CH3:15])=[O:12])#[N:7], predict the reactants needed to synthesize it. The reactants are: N1C=CN=C1.[C:6]([CH2:8][CH:9]([OH:16])[CH2:10][C:11]([O:13][CH2:14][CH3:15])=[O:12])#[N:7].[C:17]([Si:21](Cl)([C:28]1[CH:33]=[CH:32][CH:31]=[CH:30][CH:29]=1)[C:22]1[CH:27]=[CH:26][CH:25]=[CH:24][CH:23]=1)([CH3:20])([CH3:19])[CH3:18].O.